From a dataset of Full USPTO retrosynthesis dataset with 1.9M reactions from patents (1976-2016). Predict the reactants needed to synthesize the given product. (1) Given the product [CH3:1][C:2]1[CH:21]=[CH:20][C:5]([C:6]([N:8]2[CH2:11][CH:10]([C:12]3[CH:13]=[CH:14][C:15]([C:16]#[N:17])=[CH:18][CH:19]=3)[CH2:9]2)=[O:7])=[CH:4][C:3]=1[C:22]1[NH:26][C:25]([CH:27]2[CH2:32][CH2:31][N:30]([CH3:34])[CH2:29][CH2:28]2)=[N:24][C:23]=1[CH3:33], predict the reactants needed to synthesize it. The reactants are: [CH3:1][C:2]1[CH:21]=[CH:20][C:5]([C:6]([N:8]2[CH2:11][CH:10]([C:12]3[CH:19]=[CH:18][C:15]([C:16]#[N:17])=[CH:14][CH:13]=3)[CH2:9]2)=[O:7])=[CH:4][C:3]=1[C:22]1[NH:26][C:25]([CH:27]2[CH2:32][CH2:31][NH:30][CH2:29][CH2:28]2)=[N:24][C:23]=1[CH3:33].[CH:34](O)=O.C=O.O. (2) Given the product [N:1]1([C@@H:6]2[CH2:10][CH2:9][N:8]([C:11]3[CH:16]=[CH:15][C:14]([N:17]4[CH2:26][CH2:25][C:24]5[C:19](=[CH:20][CH:21]=[C:22]([OH:27])[CH:23]=5)[C:18]4=[O:29])=[CH:13][C:12]=3[F:30])[CH2:7]2)[CH2:2][CH2:3][CH2:4][CH2:5]1, predict the reactants needed to synthesize it. The reactants are: [N:1]1([C@@H:6]2[CH2:10][CH2:9][N:8]([C:11]3[CH:16]=[CH:15][C:14]([N:17]4[CH2:26][CH2:25][C:24]5[C:19](=[CH:20][CH:21]=[C:22]([O:27]C)[CH:23]=5)[C:18]4=[O:29])=[CH:13][C:12]=3[F:30])[CH2:7]2)[CH2:5][CH2:4][CH2:3][CH2:2]1.Br. (3) Given the product [N+:8]([C:7]1[CH:6]=[CH:5][CH:4]=[C:3]2[C:2]=1[O:1][C:13]([C:15]1[C:16]([C:21]([F:22])([F:24])[F:23])=[N:17][CH:18]=[CH:19][CH:20]=1)=[CH:12][C:11]2=[O:25])([O-:10])=[O:9], predict the reactants needed to synthesize it. The reactants are: [OH:1][C:2]1[C:7]([N+:8]([O-:10])=[O:9])=[CH:6][CH:5]=[CH:4][C:3]=1[C:11](=[O:25])[CH2:12][C:13]([C:15]1[C:16]([C:21]([F:24])([F:23])[F:22])=[N:17][CH:18]=[CH:19][CH:20]=1)=O.Cl. (4) Given the product [CH3:13][NH:14][C:15](=[O:16])[O:9][CH2:8][C:6]1[CH:7]=[C:2]([Br:1])[CH:3]=[CH:4][C:5]=1[Cl:10], predict the reactants needed to synthesize it. The reactants are: [Br:1][C:2]1[CH:3]=[CH:4][C:5]([Cl:10])=[C:6]([CH2:8][OH:9])[CH:7]=1.[H-].[Na+].[CH3:13][NH:14][C:15](Cl)=[O:16].[NH4+].[Cl-]. (5) Given the product [C:25]([C:24]([C:21]1[CH:22]=[CH:23][C:18]([CH:16]([NH:15][C:12](=[O:14])[CH2:11][N:8]2[C:7]3[C:2]([F:1])=[CH:3][CH:4]=[CH:5][C:6]=3[N:10]=[CH:9]2)[CH3:17])=[C:19]([CH3:29])[CH:20]=1)([CH3:27])[CH3:28])#[N:26], predict the reactants needed to synthesize it. The reactants are: [F:1][C:2]1[C:7]2[N:8]([CH2:11][C:12]([OH:14])=O)[CH:9]=[N:10][C:6]=2[CH:5]=[CH:4][CH:3]=1.[NH2:15][CH:16]([C:18]1[CH:23]=[CH:22][C:21]([C:24]([CH3:28])([CH3:27])[C:25]#[N:26])=[CH:20][C:19]=1[CH3:29])[CH3:17].CN(C(ON1N=NC2C=CC=NC1=2)=[N+](C)C)C.F[P-](F)(F)(F)(F)F. (6) Given the product [C@H:2]12[CH2:8][C@H:5]([N:6]([C:34]([C:31]3[N:23]4[CH:24]=[C:25]([C:27]([F:29])([F:28])[F:30])[CH:26]=[C:21]([Cl:20])[C:22]4=[N:33][N:32]=3)=[O:35])[CH2:7]1)[CH2:4][O:3]2, predict the reactants needed to synthesize it. The reactants are: Cl.[C@H:2]12[CH2:8][C@H:5]([NH:6][CH2:7]1)[CH2:4][O:3]2.C1(C)C=CC=CC=1.C[Al](C)C.[Cl:20][C:21]1[C:22]2[N:23]([C:31]([C:34](OCC)=[O:35])=[N:32][N:33]=2)[CH:24]=[C:25]([C:27]([F:30])([F:29])[F:28])[CH:26]=1.Cl.